Dataset: Forward reaction prediction with 1.9M reactions from USPTO patents (1976-2016). Task: Predict the product of the given reaction. (1) Given the reactants Cl[C:2]1[N:7]=[C:6]([C:8]2[C:16]3[C:11](=[N:12][CH:13]=[CH:14][CH:15]=3)[NH:10][N:9]=2)[C:5]([C:17]([F:20])([F:19])[F:18])=[CH:4][CH:3]=1.C([O-])([O-])=O.[K+].[K+].[C:27](=O)([O-])[NH2:28].C[N:32]([CH:34]=O)C, predict the reaction product. The product is: [NH2:32][CH:34]1[CH2:6][CH2:5][CH:4]([CH2:27][NH:28][C:2]2[CH:3]=[CH:4][C:5]([C:17]([F:20])([F:19])[F:18])=[C:6]([C:8]3[C:16]4[C:11](=[N:12][CH:13]=[CH:14][CH:15]=4)[NH:10][N:9]=3)[N:7]=2)[CH2:3][CH2:2]1. (2) Given the reactants [CH2:1]([OH:4])[CH:2]=[CH2:3].[H-].[Na+].[NH2:7][C:8]1[CH:13]=[N:12][CH:11]=[C:10](Cl)[N:9]=1, predict the reaction product. The product is: [CH2:1]([O:4][C:10]1[N:9]=[C:8]([NH2:7])[CH:13]=[N:12][CH:11]=1)[CH:2]=[CH2:3]. (3) Given the reactants Cl.[CH3:2][C:3]1[C:4]2[N:5]([C:9]([N:12]3[CH2:17][CH2:16][NH:15][CH2:14][CH2:13]3)=[N:10][CH:11]=2)[CH:6]=[CH:7][N:8]=1.C(N(CC)CC)C.[C:25](OC(=O)C)(=[O:27])[CH3:26].C(=O)([O-])O.[Na+].[Cl-].[Na+], predict the reaction product. The product is: [CH3:2][C:3]1[C:4]2[N:5]([C:9]([N:12]3[CH2:17][CH2:16][N:15]([C:25](=[O:27])[CH3:26])[CH2:14][CH2:13]3)=[N:10][CH:11]=2)[CH:6]=[CH:7][N:8]=1. (4) The product is: [C:1]([O:5][C:6]([NH:8][CH2:9][CH2:10][CH2:11][O:12][C:13]1[CH:21]=[C:20]([S:22][CH2:23][CH2:24][CH3:25])[CH:19]=[CH:18][C:14]=1[C:15]([NH:26][C:27]1[C:28]([C:33]([NH:35][C:36]2[CH:41]=[CH:40][C:39]([Cl:42])=[CH:38][N:37]=2)=[O:34])=[N:29][CH:30]=[CH:31][CH:32]=1)=[O:17])=[O:7])([CH3:2])([CH3:3])[CH3:4]. Given the reactants [C:1]([O:5][C:6]([NH:8][CH2:9][CH2:10][CH2:11][O:12][C:13]1[CH:21]=[C:20]([S:22][CH2:23][CH2:24][CH3:25])[CH:19]=[CH:18][C:14]=1[C:15]([OH:17])=O)=[O:7])([CH3:4])([CH3:3])[CH3:2].[NH2:26][C:27]1[C:28]([C:33]([NH:35][C:36]2[CH:41]=[CH:40][C:39]([Cl:42])=[CH:38][N:37]=2)=[O:34])=[N:29][CH:30]=[CH:31][CH:32]=1, predict the reaction product. (5) Given the reactants [F:1][C:2]([F:15])([F:14])[C:3]1[C:11]([C:12]#[N:13])=[CH:10][CH:9]=[C:8]2[C:4]=1[CH:5]=[CH:6][NH:7]2.Cl[CH2:17][C:18]1[N:22]=[C:21]([C:23]2[S:24][CH:25]=[CH:26][CH:27]=2)[O:20][N:19]=1, predict the reaction product. The product is: [S:24]1[CH:25]=[CH:26][CH:27]=[C:23]1[C:21]1[O:20][N:19]=[C:18]([CH2:17][N:7]2[C:8]3[C:4](=[C:3]([C:2]([F:14])([F:1])[F:15])[C:11]([C:12]#[N:13])=[CH:10][CH:9]=3)[CH:5]=[CH:6]2)[N:22]=1.